The task is: Predict the reaction yield, written as a fraction of the theoretical maximum amount of product (1.0 means a 100% yield; for example, 0.34 means a 34% yield).. This data is from Reaction yield outcomes from USPTO patents with 853,638 reactions. (1) The reactants are P(Br)(Br)[Br:2].[Br:5][C:6]1[CH:7]=[N:8][C:9]2[C:14]([C:15]=1O)=[N:13][C:12]([O:17][CH3:18])=[CH:11][CH:10]=2.C(=O)([O-])[O-].[Na+].[Na+]. The catalyst is CN(C)C=O. The product is [Br:5][C:6]1[C:15]([Br:2])=[C:14]2[C:9]([CH:10]=[CH:11][C:12]([O:17][CH3:18])=[N:13]2)=[N:8][CH:7]=1. The yield is 0.800. (2) The reactants are [C:1]([CH2:3][CH2:4][CH2:5][CH2:6][N:7]1[CH:12]=[CH:11][C:10]([NH:13][C:14](=[O:22])[CH2:15][C:16]2[CH:21]=[CH:20][CH:19]=[CH:18][CH:17]=2)=[CH:9][C:8]1=[O:23])#[N:2].FC(F)(F)C(O)=O.[NH:31]([C:33](=[S:35])[NH2:34])N. The catalyst is C1(C)C=CC=CC=1. The product is [NH2:34][C:33]1[S:35][C:1]([CH2:3][CH2:4][CH2:5][CH2:6][N:7]2[CH:12]=[CH:11][C:10]([NH:13][C:14](=[O:22])[CH2:15][C:16]3[CH:21]=[CH:20][CH:19]=[CH:18][CH:17]=3)=[CH:9][C:8]2=[O:23])=[N:2][N:31]=1. The yield is 0.680. (3) The reactants are [CH2:1]([NH:8][C:9]1[CH:10]=[C:11]([C:18]2[CH:23]=[CH:22][C:21]([C:24]#[N:25])=[CH:20][CH:19]=2)[CH:12]=[CH:13][C:14]=1[N+:15]([O-:17])=[O:16])[C:2]1[CH:7]=[CH:6][CH:5]=[CH:4][CH:3]=1.[N-:26]=[N+:27]=[N-:28].[Na+]. The catalyst is CN1C(=O)CCC1.Cl.O.[Br-].[Zn+2].[Br-]. The product is [CH2:1]([NH:8][C:9]1[CH:10]=[C:11]([C:18]2[CH:19]=[CH:20][C:21]([C:24]3[N:26]=[N:27][NH:28][N:25]=3)=[CH:22][CH:23]=2)[CH:12]=[CH:13][C:14]=1[N+:15]([O-:17])=[O:16])[C:2]1[CH:7]=[CH:6][CH:5]=[CH:4][CH:3]=1. The yield is 0.350. (4) The reactants are [C:1]([CH2:8][N:9]1[CH2:22][CH2:21][CH2:20][N:19]2[CH2:23][CH:24]([CH2:26][C:27]3[CH:32]=[CH:31][C:30]([N+:33]([O-])=O)=[CH:29][CH:28]=3)[CH2:25][N:12]([CH2:13][CH2:14][CH2:15][N:16]([CH2:36][C:37]([O:39][C:40]([CH3:43])([CH3:42])[CH3:41])=[O:38])[CH2:17][CH2:18]2)[CH2:11][CH2:10]1)([O:3][C:4]([CH3:7])([CH3:6])[CH3:5])=[O:2]. The catalyst is C(O)C.[Pd]. The product is [C:37]([CH2:36][N:16]1[CH2:15][CH2:14][CH2:13][N:12]2[CH2:25][CH:24]([CH2:26][C:27]3[CH:32]=[CH:31][C:30]([NH2:33])=[CH:29][CH:28]=3)[CH2:23][N:19]([CH2:20][CH2:21][CH2:22][N:9]([CH2:8][C:1]([O:3][C:4]([CH3:7])([CH3:6])[CH3:5])=[O:2])[CH2:10][CH2:11]2)[CH2:18][CH2:17]1)([O:39][C:40]([CH3:42])([CH3:41])[CH3:43])=[O:38]. The yield is 0.970.